This data is from Full USPTO retrosynthesis dataset with 1.9M reactions from patents (1976-2016). The task is: Predict the reactants needed to synthesize the given product. (1) The reactants are: [CH2:1]([C:3]1[CH:8]=[CH:7][C:6]([CH:9]2[CH2:14][N:13]([C:15]([N:17]3[CH2:22][CH2:21][O:20][CH2:19][CH2:18]3)=[O:16])[CH2:12][CH:11]([C:23]([OH:25])=O)[CH2:10]2)=[CH:5][CH:4]=1)[CH3:2].O[C:27]1([C:37](=[NH:39])[NH2:38])[CH:32]=[CH:31][CH:30]=[C:29]([C:33]([F:36])([F:35])[F:34])[CH2:28]1. Given the product [CH2:1]([C:3]1[CH:4]=[CH:5][C:6]([CH:9]2[CH2:10][CH:11]([C:23]3[O:25][N:39]=[C:37]([C:27]4[CH:32]=[CH:31][CH:30]=[C:29]([C:33]([F:34])([F:35])[F:36])[CH:28]=4)[N:38]=3)[CH2:12][N:13]([C:15]([N:17]3[CH2:18][CH2:19][O:20][CH2:21][CH2:22]3)=[O:16])[CH2:14]2)=[CH:7][CH:8]=1)[CH3:2], predict the reactants needed to synthesize it. (2) Given the product [F:2][C:3]1[CH:8]=[CH:7][C:6]([CH:9]2[CH2:10][CH2:11][N:12]([S:23]([Cl:22])(=[O:25])=[O:24])[CH2:13][CH2:14]2)=[CH:5][CH:4]=1, predict the reactants needed to synthesize it. The reactants are: Cl.[F:2][C:3]1[CH:8]=[CH:7][C:6]([CH:9]2[CH2:14][CH2:13][NH:12][CH2:11][CH2:10]2)=[CH:5][CH:4]=1.CCN(CC)CC.[Cl:22][S:23](O)(=[O:25])=[O:24].P(Cl)(Cl)(Cl)(Cl)Cl. (3) Given the product [Br:1][C:2]1[CH:10]=[CH:9][C:5]([CH2:6][OH:7])=[C:4]([N+:11]([O-:13])=[O:12])[CH:3]=1, predict the reactants needed to synthesize it. The reactants are: [Br:1][C:2]1[CH:10]=[CH:9][C:5]([C:6](O)=[O:7])=[C:4]([N+:11]([O-:13])=[O:12])[CH:3]=1.C(=O)([O-])O.[Na+].